From a dataset of Peptide-MHC class II binding affinity with 134,281 pairs from IEDB. Regression. Given a peptide amino acid sequence and an MHC pseudo amino acid sequence, predict their binding affinity value. This is MHC class II binding data. (1) The peptide sequence is GSRGYRLQRKIEAIF. The MHC is DRB1_0901 with pseudo-sequence DRB1_0901. The binding affinity (normalized) is 0.474. (2) The peptide sequence is PTPVNIIGRNMLTQIGC. The MHC is DRB1_1302 with pseudo-sequence DRB1_1302. The binding affinity (normalized) is 0.488. (3) The binding affinity (normalized) is 0.384. The peptide sequence is PGMMMGMFNMLSTVL. The MHC is DRB1_0401 with pseudo-sequence DRB1_0401. (4) The peptide sequence is AYKVAATAANAAPAN. The MHC is HLA-DPA10201-DPB11401 with pseudo-sequence HLA-DPA10201-DPB11401. The binding affinity (normalized) is 0.538. (5) The peptide sequence is PASAIVNFVSKVMIG. The MHC is DRB1_0101 with pseudo-sequence DRB1_0101. The binding affinity (normalized) is 0.211. (6) The peptide sequence is LIKTIFGTGEKVLLS. The MHC is DRB1_0101 with pseudo-sequence DRB1_0101. The binding affinity (normalized) is 0.366. (7) The peptide sequence is FTVQKGSDPKKLVLD. The MHC is DRB1_0901 with pseudo-sequence DRB1_0901. The binding affinity (normalized) is 0.135.